From a dataset of Forward reaction prediction with 1.9M reactions from USPTO patents (1976-2016). Predict the product of the given reaction. (1) Given the reactants [CH3:1][C:2]1[CH:3]=[CH:4][N:5]2[C:10]3[C:11]4[NH:42][C:40](=[O:41])[C:39]([CH3:43])=[CH:38][CH:37]=[CH:36][C@H:35]([CH3:44])[C@H:34]([OH:45])[C@@H:33]([CH3:46])[C@@H:32]([OH:47])[C@@H:31]([CH3:48])[C@H:30]([O:49][C:50]([CH3:52])=[O:51])[C@H:29]([CH3:53])[C@@H:28]([O:54][CH3:55])[CH:27]=[CH:26][O:25][C@:22]5([CH3:56])[C:23](=[O:24])[C:15]6=[C:16]([O:21]5)[C:17]([CH3:20])=[C:18]([OH:19])[C:13](=[C:14]6[C:9]=3[N:8]=[C:6]2[CH:7]=1)[C:12]=4[OH:57].[CH2:58]([OH:134])[C@H:59]1[O:64][C@@H:63]2[O:65][C@H:66]3[C@H:71]([OH:72])[C@@H:70]([OH:73])[C@@H:69]([O:74][C@H:75]4[C@H:80]([OH:81])[C@@H:79]([OH:82])[C@@H:78]([O:83][C@H:84]5[C@H:89]([OH:90])[C@@H:88]([OH:91])[C@@H:87]([O:92][C@H:93]6[C@H:98]([OH:99])[C@@H:97]([OH:100])[C@@H:96]([O:101][C@H:102]7[C@H:107]([OH:108])[C@@H:106]([OH:109])[C@@H:105]([O:110][C@H:111]8[C@H:117]([OH:118])[C@@H:116]([OH:119])[C@@H:114]([O:115][C@H:60]1[C@H:61]([OH:133])[C@H:62]2[OH:132])[O:113][C@@H:112]8[CH2:120][OH:121])[O:104][C@@H:103]7[CH2:122][OH:123])[O:95][C@@H:94]6[CH2:124][OH:125])[O:86][C@@H:85]5[CH2:126][OH:127])[O:77][C@@H:76]4[CH2:128][OH:129])[O:68][C@@H:67]3[CH2:130][OH:131], predict the reaction product. The product is: [CH3:1][C:2]1[CH:3]=[CH:4][N:5]2[C:10]3[C:11]4[NH:42][C:40](=[O:41])[C:39]([CH3:43])=[CH:38][CH:37]=[CH:36][C@H:35]([CH3:44])[C@H:34]([OH:45])[C@@H:33]([CH3:46])[C@@H:32]([OH:47])[C@@H:31]([CH3:48])[C@H:30]([O:49][C:50]([CH3:52])=[O:51])[C@H:29]([CH3:53])[C@@H:28]([O:54][CH3:55])[CH:27]=[CH:26][O:25][C@:22]5([CH3:56])[C:23](=[O:24])[C:15]6=[C:16]([O:21]5)[C:17]([CH3:20])=[C:18]([OH:19])[C:13](=[C:14]6[C:9]=3[N:8]=[C:6]2[CH:7]=1)[C:12]=4[OH:57].[CH2:124]([OH:125])[C@H:94]1[O:95][C@@H:96]2[O:101][C@H:102]3[C@H:107]([OH:108])[C@@H:106]([OH:109])[C@@H:105]([O:110][C@H:111]4[C@H:117]([OH:118])[C@@H:116]([OH:119])[C@@H:114]([O:115][C@H:60]5[C@H:61]([OH:133])[C@@H:62]([OH:132])[C@@H:63]([O:65][C@H:66]6[C@H:71]([OH:72])[C@@H:70]([OH:73])[C@@H:69]([O:74][C@H:75]7[C@H:80]([OH:81])[C@@H:79]([OH:82])[C@@H:78]([O:83][C@H:84]8[C@H:89]([OH:90])[C@@H:88]([OH:91])[C@@H:87]([O:92][C@H:93]1[C@H:98]([OH:99])[C@H:97]2[OH:100])[O:86][C@@H:85]8[CH2:126][OH:127])[O:77][C@@H:76]7[CH2:128][OH:129])[O:68][C@@H:67]6[CH2:130][OH:131])[O:64][C@@H:59]5[CH2:58][OH:134])[O:113][C@@H:112]4[CH2:120][OH:121])[O:104][C@@H:103]3[CH2:122][OH:123]. (2) Given the reactants [Cl:1][C:2]1[CH:7]=[C:6]([NH:8]C)[C:5]([N+:10]([O-])=O)=[CH:4][N:3]=1.[C:13]([O-])(O)=O.[Na+], predict the reaction product. The product is: [Cl:1][C:2]1[N:3]=[CH:4][C:5]([NH:10][CH3:13])=[C:6]([NH2:8])[CH:7]=1. (3) Given the reactants [CH:1]12[CH:9]([C:10]3[CH:23]=[CH:22][C:13]([O:14][CH2:15][C@H:16]4[O:20][C:19]([NH2:21])=[N:18][CH2:17]4)=[CH:12][CH:11]=3)[CH:5]([CH2:6][CH2:7][CH2:8]1)[CH2:4][CH2:3][CH2:2]2.C([O:26][C:27](=O)[C:28]#[C:29][CH3:30])C, predict the reaction product. The product is: [CH:1]12[CH:9]([C:10]3[CH:23]=[CH:22][C:13]([O:14][CH2:15][C@H:16]4[O:20][C:19]5=[N:21][C:27](=[O:26])[CH:28]=[C:29]([CH3:30])[N:18]5[CH2:17]4)=[CH:12][CH:11]=3)[CH:5]([CH2:4][CH2:3][CH2:2]1)[CH2:6][CH2:7][CH2:8]2. (4) Given the reactants [OH:1][C:2]1[C:11]([N+:12]([O-])=O)=[CH:10][C:5]([C:6]([O:8][CH3:9])=[O:7])=[C:4]([C:15]([F:18])([F:17])[F:16])[CH:3]=1, predict the reaction product. The product is: [NH2:12][C:11]1[C:2]([OH:1])=[CH:3][C:4]([C:15]([F:16])([F:17])[F:18])=[C:5]([CH:10]=1)[C:6]([O:8][CH3:9])=[O:7]. (5) Given the reactants [I:1][C:2]1[CH:7]=[C:6]([O:8][CH3:9])[C:5]([O:10]C)=[C:4]([O:12][CH3:13])[CH:3]=1.[Cl-].[Al+3].[Cl-].[Cl-].O, predict the reaction product. The product is: [OH:10][C:5]1[C:6]([O:8][CH3:9])=[CH:7][C:2]([I:1])=[CH:3][C:4]=1[O:12][CH3:13]. (6) Given the reactants [Br:1][C:2]1[C:6](=[CH:7][Br:8])[O:5][C:4](=[O:9])[CH:3]=1.[CH2:10]([NH2:17])[C:11]1[CH:16]=[CH:15][CH:14]=[CH:13][CH:12]=1, predict the reaction product. The product is: [CH2:10]([NH:17][C:6]1([CH2:7][Br:8])[O:5][C:4](=[O:9])[CH:3]=[C:2]1[Br:1])[C:11]1[CH:16]=[CH:15][CH:14]=[CH:13][CH:12]=1. (7) Given the reactants [CH2:1]([N:8]1[C:12]2[N:13]=[C:14]([NH2:18])[N:15]=[C:16](Cl)[C:11]=2[CH:10]=[CH:9]1)[C:2]1[CH:7]=[CH:6][CH:5]=[CH:4][CH:3]=1.[CH3:19][C:20]1[CH:26]=[C:25]([CH3:27])[CH:24]=[C:23]([CH3:28])[C:21]=1[NH2:22].FC(F)(F)C(O)=O, predict the reaction product. The product is: [CH2:1]([N:8]1[C:12]2[N:13]=[C:14]([NH2:18])[N:15]=[C:16]([NH:22][C:21]3[C:23]([CH3:28])=[CH:24][C:25]([CH3:27])=[CH:26][C:20]=3[CH3:19])[C:11]=2[CH:10]=[CH:9]1)[C:2]1[CH:7]=[CH:6][CH:5]=[CH:4][CH:3]=1. (8) Given the reactants Cl[C:2]1[N:7]=[C:6]([NH:8][C:9]2[CH:10]=[N:11][C:12]([O:15][CH3:16])=[CH:13][CH:14]=2)[C:5]([I:17])=[CH:4][N:3]=1.[NH:18]1[CH2:22][CH2:21][CH2:20][CH2:19]1.C(O)C, predict the reaction product. The product is: [I:17][C:5]1[C:6]([NH:8][C:9]2[CH:10]=[N:11][C:12]([O:15][CH3:16])=[CH:13][CH:14]=2)=[N:7][C:2]([N:18]2[CH2:22][CH2:21][CH2:20][CH2:19]2)=[N:3][CH:4]=1. (9) Given the reactants C([O:5][C:6]([CH:8]1[N:17]([CH3:18])[C:16](=[O:19])[C:15]([OH:20])=[C:14]2[CH:9]1[CH2:10][CH2:11][N:12]([CH2:22][C:23]1[CH:28]=[CH:27][C:26]([F:29])=[CH:25][CH:24]=1)[C:13]2=[O:21])=[O:7])(C)(C)C, predict the reaction product. The product is: [F:29][C:26]1[CH:27]=[CH:28][C:23]([CH2:22][N:12]2[CH2:11][CH2:10][CH:9]3[C:14](=[C:15]([OH:20])[C:16](=[O:19])[N:17]([CH3:18])[CH:8]3[C:6]([OH:7])=[O:5])[C:13]2=[O:21])=[CH:24][CH:25]=1. (10) The product is: [CH3:8][S:9][C:10]1[N:11]=[C:12]2[C:21]3[C:16](=[N:17][NH:18][C:19]=3[N:20]=1)[CH2:15][CH2:14][N:13]2[C:25]1[CH:30]=[CH:29][CH:28]=[CH:27][CH:26]=1. Given the reactants Cl.O1CCOCC1.[CH3:8][S:9][C:10]1[N:11]=[C:12]2[C:21]3[C:16](=[N:17][NH:18][C:19]=3[N:20]=1)[CH:15](C(O)=O)[CH2:14][N:13]2[C:25]1[CH:30]=[CH:29][CH:28]=[CH:27][CH:26]=1, predict the reaction product.